From a dataset of Forward reaction prediction with 1.9M reactions from USPTO patents (1976-2016). Predict the product of the given reaction. (1) The product is: [CH3:1][O:2][C:3]1[CH:4]=[C:5]([NH2:10])[C:6]([NH2:9])=[CH:7][CH:8]=1. Given the reactants [CH3:1][O:2][C:3]1[CH:8]=[CH:7][C:6]([NH2:9])=[C:5]([N+:10]([O-])=O)[CH:4]=1, predict the reaction product. (2) Given the reactants [NH2:1][C:2]1[CH:15]=[CH:14][C:5]([O:6][C:7]2[N:12]=[CH:11][N:10]=[C:9]([NH2:13])[CH:8]=2)=[CH:4][CH:3]=1.[C:16]1([N:22]=[C:23]=[O:24])[CH:21]=[CH:20][CH:19]=[CH:18][CH:17]=1.O, predict the reaction product. The product is: [NH2:13][C:9]1[N:10]=[CH:11][N:12]=[C:7]([O:6][C:5]2[CH:14]=[CH:15][C:2]([NH:1][C:23]([NH:22][C:16]3[CH:21]=[CH:20][CH:19]=[CH:18][CH:17]=3)=[O:24])=[CH:3][CH:4]=2)[CH:8]=1. (3) Given the reactants Cl[C:2]1[CH:7]=[C:6]([C:8]2[CH2:9][CH2:10][N:11]([S:14]([CH3:17])(=[O:16])=[O:15])[CH2:12][CH:13]=2)[CH:5]=[C:4]([Cl:18])[N:3]=1.[F:19][C:20]1[CH:25]=[CH:24][C:23]([C@@H:26]([NH2:28])[CH3:27])=[CH:22][CH:21]=1.C1(P(C2C=CC=CC=2)C2C=CC3C(=CC=CC=3)C=2C2C3C(=CC=CC=3)C=CC=2P(C2C=CC=CC=2)C2C=CC=CC=2)C=CC=CC=1.C(=O)([O-])[O-].[Cs+].[Cs+], predict the reaction product. The product is: [Cl:18][C:4]1[N:3]=[C:2]([NH:28][C@H:26]([C:23]2[CH:24]=[CH:25][C:20]([F:19])=[CH:21][CH:22]=2)[CH3:27])[CH:7]=[C:6]([C:8]2[CH2:9][CH2:10][N:11]([S:14]([CH3:17])(=[O:16])=[O:15])[CH2:12][CH:13]=2)[CH:5]=1. (4) Given the reactants [CH3:1][O:2][CH:3]([O:20][CH3:21])[C:4]1[N:13]=[C:12]2[C:7]([CH2:8][CH2:9][CH2:10][NH:11]2)=[CH:6][C:5]=1[CH:14]1[CH2:19][CH2:18][O:17][CH2:16]C1.O1CC=C(B2OC(C)(C)C(C)(C)O2)C1, predict the reaction product. The product is: [CH3:21][O:20][CH:3]([O:2][CH3:1])[C:4]1[N:13]=[C:12]2[C:7]([CH2:8][CH2:9][CH2:10][NH:11]2)=[CH:6][C:5]=1[CH:14]1[CH2:19][CH2:18][O:17][CH2:16]1. (5) Given the reactants [Li+].[OH-].[O:3]=[C:4]1[CH2:13][CH2:12][CH2:11][C@@H:10]2[N:5]1[CH2:6][C@H:7]([C:14]([O:16]C)=[O:15])[CH2:8][CH2:9]2, predict the reaction product. The product is: [O:3]=[C:4]1[CH2:13][CH2:12][CH2:11][C@@H:10]2[N:5]1[CH2:6][C@H:7]([C:14]([OH:16])=[O:15])[CH2:8][CH2:9]2. (6) Given the reactants [NH2:1][C:2]1[CH:3]=[C:4]([NH:8][C:9](=[O:18])[C:10]2[CH:15]=[CH:14][C:13]([F:16])=[CH:12][C:11]=2[Cl:17])[CH:5]=[CH:6][CH:7]=1.[C:19]([O:23][C:24]([N:26]1[CH2:31][CH2:30][C:29](=O)[CH2:28][C@H:27]1[CH3:33])=[O:25])([CH3:22])([CH3:21])[CH3:20].C(O)(=O)C.C(O[BH-](OC(=O)C)OC(=O)C)(=O)C.[Na+], predict the reaction product. The product is: [C:19]([O:23][C:24]([N:26]1[CH2:31][CH2:30][C@@H:29]([NH:1][C:2]2[CH:7]=[CH:6][CH:5]=[C:4]([NH:8][C:9](=[O:18])[C:10]3[CH:15]=[CH:14][C:13]([F:16])=[CH:12][C:11]=3[Cl:17])[CH:3]=2)[CH2:28][C@H:27]1[CH3:33])=[O:25])([CH3:22])([CH3:20])[CH3:21]. (7) Given the reactants C(OC([NH:8][CH2:9][C:10]([O:12][C:13]1([CH2:16][O:17][C:18]2[CH:27]=[C:26]3[C:21]([C:22]([O:28][C:29]4[CH:34]=[CH:33][C:32]([NH:35][C:36]([C:38]5[C:39](=[O:51])[N:40]([C:45]6[CH:50]=[CH:49][CH:48]=[CH:47][CH:46]=6)[N:41]([CH3:44])[C:42]=5[CH3:43])=[O:37])=[CH:31][C:30]=4[F:52])=[CH:23][CH:24]=[N:25]3)=[CH:20][CH:19]=2)[CH2:15][CH2:14]1)=[O:11])=O)(C)(C)C.[ClH:53], predict the reaction product. The product is: [ClH:53].[NH2:8][CH2:9][C:10]([O:12][C:13]1([CH2:16][O:17][C:18]2[CH:27]=[C:26]3[C:21]([C:22]([O:28][C:29]4[CH:34]=[CH:33][C:32]([NH:35][C:36]([C:38]5[C:39](=[O:51])[N:40]([C:45]6[CH:46]=[CH:47][CH:48]=[CH:49][CH:50]=6)[N:41]([CH3:44])[C:42]=5[CH3:43])=[O:37])=[CH:31][C:30]=4[F:52])=[CH:23][CH:24]=[N:25]3)=[CH:20][CH:19]=2)[CH2:14][CH2:15]1)=[O:11].